Dataset: Catalyst prediction with 721,799 reactions and 888 catalyst types from USPTO. Task: Predict which catalyst facilitates the given reaction. (1) Reactant: [CH3:1][Si:2]([CH3:23])([CH3:22])[CH2:3][CH2:4][O:5][C:6]([N:8]1[CH2:13][CH:12]=[C:11]([C:14]2[CH:19]=[CH:18][CH:17]=[C:16]([C:20]#[N:21])[CH:15]=2)[CH2:10][CH2:9]1)=[O:7].[ClH:24].CCOCC.CCOC(C)=O. Product: [ClH:24].[CH3:1][Si:2]([CH3:23])([CH3:22])[CH2:3][CH2:4][O:5][C:6]([N:8]1[CH2:13][CH2:12][CH:11]([C:14]2[CH:19]=[CH:18][CH:17]=[C:16]([CH2:20][NH2:21])[CH:15]=2)[CH2:10][CH2:9]1)=[O:7]. The catalyst class is: 50. (2) Reactant: [Cl:1][C:2]1[C:3]2[N:4]([C:15](=[O:18])[NH:16][N:17]=2)[CH:5]=[CH:6][C:7]=1[C:8]1[CH:13]=[CH:12][C:11]([CH3:14])=[CH:10][CH:9]=1.Cl[CH2:20][C:21]1[CH:22]=[CH:23][C:24]([C:27]([F:30])([F:29])[F:28])=[N:25][CH:26]=1.C([O-])([O-])=O.[K+].[K+]. Product: [Cl:1][C:2]1[C:3]2[N:4]([C:15](=[O:18])[N:16]([CH2:20][C:21]3[CH:26]=[N:25][C:24]([C:27]([F:30])([F:28])[F:29])=[CH:23][CH:22]=3)[N:17]=2)[CH:5]=[CH:6][C:7]=1[C:8]1[CH:9]=[CH:10][C:11]([CH3:14])=[CH:12][CH:13]=1. The catalyst class is: 21. (3) Reactant: [C:1]1([CH2:7][CH2:8][C:9]([N:11]2[CH2:16][CH2:15][CH:14]([CH2:17][N:18]3[C:26]4[C:21](=[CH:22][C:23]([C:27]5[N:28]=[N:29][N:30]([CH2:32][Si](C)(C)C)[CH:31]=5)=[CH:24][CH:25]=4)[CH:20]=[CH:19]3)[CH2:13][CH2:12]2)=[O:10])[CH:6]=[CH:5][CH:4]=[CH:3][CH:2]=1.CCCC[N+](CCCC)(CCCC)CCCC.[F-].C(OCC)(=O)C.O. Product: [CH3:32][N:30]1[CH:31]=[C:27]([C:23]2[CH:22]=[C:21]3[C:26](=[CH:25][CH:24]=2)[N:18]([CH2:17][CH:14]2[CH2:15][CH2:16][N:11]([C:9](=[O:10])[CH2:8][CH2:7][C:1]4[CH:2]=[CH:3][CH:4]=[CH:5][CH:6]=4)[CH2:12][CH2:13]2)[CH:19]=[CH:20]3)[N:28]=[N:29]1. The catalyst class is: 1. (4) Reactant: OC(C(F)(F)F)=O.[CH3:8][N:9]1[CH:13]([C:14]([OH:16])=O)[CH2:12][N:11]([C:17]2[CH:18]=[N:19][C:20]([CH3:23])=[CH:21][CH:22]=2)[C:10]1=[O:24].O.ON1C2C=CC=CC=2N=N1.Cl.C(N=C=NCCCN(C)C)C.C(N1CCOCC1)C.[Cl:56][C:57]1[C:62]([C:63]([F:66])([F:65])[F:64])=[CH:61][CH:60]=[CH:59][C:58]=1[CH2:67][NH2:68]. Product: [Cl:56][C:57]1[C:62]([C:63]([F:65])([F:66])[F:64])=[CH:61][CH:60]=[CH:59][C:58]=1[CH2:67][NH:68][C:14]([CH:13]1[CH2:12][N:11]([C:17]2[CH:18]=[N:19][C:20]([CH3:23])=[CH:21][CH:22]=2)[C:10](=[O:24])[N:9]1[CH3:8])=[O:16]. The catalyst class is: 4. (5) Reactant: [CH3:1][NH:2][C:3](=[O:32])[NH:4][C:5]1[CH:10]=[CH:9][C:8]([C:11]2[N:16]=[C:15]([CH2:17][S:18][C:19]3[N:20]([CH3:24])[CH:21]=[CH:22][N:23]=3)[CH:14]=[C:13]([N:25]3[CH2:30][CH2:29][O:28][CH2:27][C@@H:26]3[CH3:31])[N:12]=2)=[CH:7][CH:6]=1.C1C=C(Cl)C=C(C(OO)=[O:41])C=1.[Mn]([O-])(=O)(=O)=O.[Na+].[OH2:50]. Product: [CH3:1][NH:2][C:3](=[O:32])[NH:4][C:5]1[CH:6]=[CH:7][C:8]([C:11]2[N:16]=[C:15]([CH2:17][S:18]([C:19]3[N:20]([CH3:24])[CH:21]=[CH:22][N:23]=3)(=[O:41])=[O:50])[CH:14]=[C:13]([N:25]3[CH2:30][CH2:29][O:28][CH2:27][C@@H:26]3[CH3:31])[N:12]=2)=[CH:9][CH:10]=1. The catalyst class is: 12. (6) Reactant: Br[C:2]1[CH:3]=[C:4]([NH:10][C:11]2[S:12][C:13]([CH3:16])=[N:14][N:15]=2)[C:5](=[O:9])[N:6]([CH3:8])[CH:7]=1.[C:17]([O:20][CH2:21][C:22]1[C:23]([N:31]2[CH2:42][CH2:41][N:40]3[C:33](=[CH:34][C:35]4[CH2:36][C:37]([CH3:44])([CH3:43])[CH2:38][C:39]=43)[C:32]2=[O:45])=[N:24][CH:25]=[CH:26][C:27]=1B(O)O)(=[O:19])[CH3:18].[O-]P([O-])([O-])=O.[K+].[K+].[K+].C([O-])(=O)C.[Na+]. Product: [C:17]([O:20][CH2:21][C:22]1[C:23]([N:31]2[CH2:42][CH2:41][N:40]3[C:33](=[CH:34][C:35]4[CH2:36][C:37]([CH3:44])([CH3:43])[CH2:38][C:39]=43)[C:32]2=[O:45])=[N:24][CH:25]=[CH:26][C:27]=1[C:2]1[CH:3]=[C:4]([NH:10][C:11]2[S:12][C:13]([CH3:16])=[N:14][N:15]=2)[C:5](=[O:9])[N:6]([CH3:8])[CH:7]=1)(=[O:19])[CH3:18]. The catalyst class is: 379. (7) Reactant: I[C:2]1[CH:15]=[CH:14][C:5]([NH:6][C:7](=[O:13])[O:8][C:9]([CH3:12])([CH3:11])[CH3:10])=[C:4]([CH3:16])[CH:3]=1.C([Li])CCC.[C:22]([C:25]1[CH:30]=[CH:29][C:28]([C:31]([F:34])([F:33])[F:32])=[CH:27][N:26]=1)(=[O:24])[CH3:23].[Cl-].[NH4+]. Product: [OH:24][C:22]([C:2]1[CH:15]=[CH:14][C:5]([NH:6][C:7](=[O:13])[O:8][C:9]([CH3:12])([CH3:11])[CH3:10])=[C:4]([CH3:16])[CH:3]=1)([C:25]1[CH:30]=[CH:29][C:28]([C:31]([F:34])([F:32])[F:33])=[CH:27][N:26]=1)[CH3:23]. The catalyst class is: 282. (8) Reactant: [Cl:1][C:2]1[CH:3]=[C:4]([CH:8]=[CH:9][C:10]=1[O:11][CH:12]([CH3:14])[CH3:13])[C:5]([OH:7])=O.CCN=C=NCCCN(C)C.C1C=CC2N(O)N=NC=2C=1.O[NH:37]/[C:38](=[N:56]\[H])/[C:39]1[C:40]([CH2:53][CH2:54][CH3:55])=[C:41]([CH2:45][CH2:46][CH2:47][C:48]([O:50][CH2:51][CH3:52])=[O:49])[CH:42]=[CH:43][CH:44]=1.CCCC[N+](CCCC)(CCCC)CCCC.[F-]. Product: [Cl:1][C:2]1[CH:3]=[C:4]([C:5]2[O:7][N:56]=[C:38]([C:39]3[C:40]([CH2:53][CH2:54][CH3:55])=[C:41]([CH2:45][CH2:46][CH2:47][C:48]([O:50][CH2:51][CH3:52])=[O:49])[CH:42]=[CH:43][CH:44]=3)[N:37]=2)[CH:8]=[CH:9][C:10]=1[O:11][CH:12]([CH3:14])[CH3:13]. The catalyst class is: 1. (9) Reactant: [OH:1][C:2]1[C:3]([C:8]([O:10][CH3:11])=[O:9])=[N:4][CH:5]=[CH:6][CH:7]=1.[Br:12]Br. Product: [Br:12][C:5]1[N:4]=[C:3]([C:8]([O:10][CH3:11])=[O:9])[C:2]([OH:1])=[CH:7][CH:6]=1. The catalyst class is: 6. (10) Reactant: [CH3:1][C:2]1[CH:22]=[CH:21][CH:20]=[C:19]([CH3:23])[C:3]=1[CH2:4][O:5][C:6]1[CH:7]=[C:8]([CH:12]([CH3:18])[C:13]([O:15]CC)=[O:14])[CH:9]=[CH:10][CH:11]=1.[OH-].[Na+].Cl. Product: [CH3:23][C:19]1[CH:20]=[CH:21][CH:22]=[C:2]([CH3:1])[C:3]=1[CH2:4][O:5][C:6]1[CH:7]=[C:8]([CH:12]([CH3:18])[C:13]([OH:15])=[O:14])[CH:9]=[CH:10][CH:11]=1. The catalyst class is: 8.